From a dataset of Catalyst prediction with 721,799 reactions and 888 catalyst types from USPTO. Predict which catalyst facilitates the given reaction. (1) Reactant: [C:1]([O:5][C:6]([NH:8][C@@H:9]([C:16]([OH:18])=[O:17])[CH2:10][C:11]1[S:12][CH:13]=[CH:14][CH:15]=1)=[O:7])([CH3:4])([CH3:3])[CH3:2].[CH2:19]([NH:26][CH2:27][C:28](OCC)=[O:29])[C:20]1[CH:25]=[CH:24][CH:23]=[CH:22][CH:21]=1.[CH3:33][CH2:34]N=C=NCCCN(C)C.Cl.C1C=CC2N(O)N=NC=2C=1. Product: [CH2:33]([N:8]([C:6]([O:5][C:1]([CH3:4])([CH3:2])[CH3:3])=[O:7])[C@@H:9]([C:16]([O:18][C:28](=[O:29])[CH2:27][NH:26][CH2:19][C:20]1[CH:25]=[CH:24][CH:23]=[CH:22][CH:21]=1)=[O:17])[CH2:10][C:11]1[S:12][CH:13]=[CH:14][CH:15]=1)[CH3:34]. The catalyst class is: 136. (2) Reactant: [OH-].[Li+].[CH3:3][N:4]1[CH:8]=[C:7]([C:9]([O-:11])=[O:10])[C:6]([C:12]([O:14]CC)=[O:13])=[CH:5]1. Product: [CH3:3][N:4]1[CH:5]=[C:6]([C:12]([OH:14])=[O:13])[C:7]([C:9]([OH:11])=[O:10])=[CH:8]1. The catalyst class is: 20.